From a dataset of Reaction yield outcomes from USPTO patents with 853,638 reactions. Predict the reaction yield, written as a fraction of the theoretical maximum amount of product (1.0 means a 100% yield; for example, 0.34 means a 34% yield). (1) The reactants are [C:1]([O:5][C:6]([C@H:8]([NH:13][CH2:14][CH2:15][NH:16][CH2:17][C:18]1[N:23]=[C:22]([C:24]([O:26][CH3:27])=[O:25])[CH:21]=[CH:20][CH:19]=1)[C:9]([CH3:12])([CH3:11])[CH3:10])=[O:7])([CH3:4])([CH3:3])[CH3:2].[C:28](=O)(ON1C(=O)CCC1=O)[O:29]N1C(=O)CCC1=O.C(N(CC)CC)C. The catalyst is ClCCCl.ClC(Cl)C. The product is [C:1]([O:5][C:6]([C@@H:8]([N:13]1[CH2:14][CH2:15][N:16]([CH2:17][C:18]2[N:23]=[C:22]([C:24]([O:26][CH3:27])=[O:25])[CH:21]=[CH:20][CH:19]=2)[C:28]1=[O:29])[C:9]([CH3:12])([CH3:11])[CH3:10])=[O:7])([CH3:2])([CH3:3])[CH3:4]. The yield is 0.980. (2) The reactants are [CH3:1][N:2]([CH3:7])[CH2:3][C:4]([OH:6])=[O:5].[C:21]1(P([C:21]2[CH:26]=[CH:25][CH:24]=[CH:23][CH:22]=2)[C:21]2[CH:26]=[CH:25][CH:24]=[CH:23][CH:22]=2)[CH:26]=[CH:25][CH:24]=[CH:23][CH:22]=1.[CH3:39][CH:38]([O:37][C:35](/N=N/[C:35]([O:37][CH:38]([CH3:40])[CH3:39])=[O:36])=[O:36])[CH3:40]. The catalyst is C1(C)C(C)=CC=CC=1. The product is [CH3:1][N:2]([CH3:7])[CH2:3][C:4]([O:6][C@@H:25]([CH2:26][CH2:21][CH2:22][CH2:23][CH2:24][CH2:22][CH2:23][CH2:24][CH2:25][CH2:26][CH3:21])[CH2:40][C@H:38]1[C@H:39]([CH2:24][CH2:23][CH2:22][CH2:21][CH2:26][CH3:25])[C:35](=[O:36])[O:37]1)=[O:5]. The yield is 0.731. (3) The reactants are N(C(OCC)=O)=NC(OCC)=O.[C:13]1([CH:19]2[O:23][CH:22]([CH2:24][CH2:25][CH2:26][CH2:27]O)[CH2:21][O:20]2)[CH:18]=[CH:17][CH:16]=[CH:15][CH:14]=1.C1(P(C2C=CC=CC=2)C2C=CC=CC=2)C=CC=CC=1.[C:48]1(=[O:58])[NH:52][C:51](=[O:53])[C:50]2=[CH:54][CH:55]=[CH:56][CH:57]=[C:49]12. The catalyst is C1COCC1. The product is [C:13]1([CH:19]2[O:23][CH:22]([CH2:24][CH2:25][CH2:26][CH2:27][N:52]3[C:51](=[O:53])[C:50]4=[CH:54][CH:55]=[CH:56][CH:57]=[C:49]4[C:48]3=[O:58])[CH2:21][O:20]2)[CH:14]=[CH:15][CH:16]=[CH:17][CH:18]=1. The yield is 0.920. (4) The reactants are [CH3:1][C:2]1[O:6][N:5]=[C:4]([C:7]2[CH:12]=[CH:11][CH:10]=[CH:9][CH:8]=2)[C:3]=1[CH2:13][O:14][C:15]1[CH:23]=[CH:22][C:18]([C:19]([OH:21])=O)=[CH:17][N:16]=1.[NH2:24][CH2:25][C:26]([CH3:29])([OH:28])[CH3:27]. No catalyst specified. The product is [OH:28][C:26]([CH3:29])([CH3:27])[CH2:25][NH:24][C:19](=[O:21])[C:18]1[CH:22]=[CH:23][C:15]([O:14][CH2:13][C:3]2[C:4]([C:7]3[CH:8]=[CH:9][CH:10]=[CH:11][CH:12]=3)=[N:5][O:6][C:2]=2[CH3:1])=[N:16][CH:17]=1. The yield is 0.490. (5) The reactants are [CH3:1][C:2]1[CH:3]=[C:4]([OH:25])[CH:5]=[CH:6][C:7]=1[CH:8]1[S:14][CH2:13][CH2:12][NH:11][C:10]2[N:15]([CH3:24])[N:16]=[C:17]([C:18]3[CH:23]=[CH:22][CH:21]=[CH:20][N:19]=3)[C:9]1=2.C(=O)([O-])[O-].[K+].[K+].Cl.[CH3:33][C:34]1[C:39]([CH2:40]Cl)=[CH:38][CH:37]=[CH:36][N:35]=1. The catalyst is C(#N)C. The product is [CH3:24][N:15]1[C:10]2[NH:11][CH2:12][CH2:13][S:14][CH:8]([C:7]3[CH:6]=[CH:5][C:4]([O:25][CH2:40][C:39]4[C:34]([CH3:33])=[N:35][CH:36]=[CH:37][CH:38]=4)=[CH:3][C:2]=3[CH3:1])[C:9]=2[C:17]([C:18]2[CH:23]=[CH:22][CH:21]=[CH:20][N:19]=2)=[N:16]1. The yield is 0.500. (6) The reactants are [F:1][C:2]1[C:3]([N+:16]([O-])=O)=[CH:4][C:5]([N+:13]([O-])=O)=[C:6]([CH:8]=[CH:9]N(C)C)[CH:7]=1. The catalyst is CCO.[Ni]. The product is [F:1][C:2]1[CH:7]=[C:6]2[C:5](=[CH:4][C:3]=1[NH2:16])[NH:13][CH:9]=[CH:8]2. The yield is 0.160.